This data is from Full USPTO retrosynthesis dataset with 1.9M reactions from patents (1976-2016). The task is: Predict the reactants needed to synthesize the given product. (1) Given the product [CH2:34]([C:31]1[CH:32]=[CH:33][C:28]([CH:22]2[C:21]3[C:25](=[CH:26][CH:27]=[C:19]([C@H:8]4[C@H:9]([OH:15])[C@@H:10]([OH:11])[C@H:5]([OH:4])[C@@H:6]([CH2:36][OH:37])[O:7]4)[CH:20]=3)[CH2:24][O:23]2)=[CH:29][CH:30]=1)[CH3:35], predict the reactants needed to synthesize it. The reactants are: C([O:4][C@H:5]1[C@H:10]([O:11]C(=O)C)[C@@H:9]([O:15]C(=O)C)[C@H:8]([C:19]2[CH:20]=[C:21]3[C:25](=[CH:26][CH:27]=2)[CH2:24][O:23][CH:22]3[C:28]2[CH:33]=[CH:32][C:31]([CH2:34][CH3:35])=[CH:30][CH:29]=2)[O:7][C@@H:6]1[CH2:36][O:37]C(=O)C)(=O)C.C([O-])([O-])=O.[K+].[K+]. (2) The reactants are: [OH:1][C@H:2]1[CH2:10][C:9]2[C:4](=[CH:5][CH:6]=[CH:7][CH:8]=2)[C@H:3]1[C:11](OC)=[O:12].[Li+].[BH4-].C(=O)(O)[O-].[Na+]. Given the product [OH:12][CH2:11][C@@H:3]1[C:4]2[C:9](=[CH:8][CH:7]=[CH:6][CH:5]=2)[CH2:10][C@@H:2]1[OH:1], predict the reactants needed to synthesize it. (3) Given the product [CH:15]1([C:5]2[C:4]([C:1](=[NH:2])[S:3][CH3:20])=[CH:13][C:8]([C:9]([O:11][CH3:12])=[O:10])=[C:7]([CH3:14])[CH:6]=2)[CH2:16][CH2:17][CH2:18]1, predict the reactants needed to synthesize it. The reactants are: [C:1]([C:4]1[C:5]([CH:15]2[CH2:18][CH2:17][CH2:16]2)=[CH:6][C:7]([CH3:14])=[C:8]([CH:13]=1)[C:9]([O:11][CH3:12])=[O:10])(=[S:3])[NH2:2].I[CH3:20]. (4) Given the product [CH3:1][O:2][C:3]([C:4]1[CH:9]=[CH:8][C:7]([C:16]2[CH:15]=[CH:14][C:13]([Cl:12])=[CH:18][C:17]=2[Cl:19])=[CH:6][CH:5]=1)=[O:11], predict the reactants needed to synthesize it. The reactants are: [CH3:1][O:2][C:3](=[O:11])[C:4]1[CH:9]=[CH:8][C:7](Br)=[CH:6][CH:5]=1.[Cl:12][C:13]1[CH:18]=[C:17]([Cl:19])[CH:16]=[CH:15][C:14]=1B(O)O.C([O-])([O-])=O.[Na+].[Na+]. (5) Given the product [CH:1]([N:20]1[CH2:19][C@H:18]([CH3:22])[NH:17][C@H:16]([CH3:15])[CH2:21]1)([C:8]1[CH:13]=[CH:12][CH:11]=[CH:10][CH:9]=1)[C:2]1[CH:7]=[CH:6][CH:5]=[CH:4][CH:3]=1, predict the reactants needed to synthesize it. The reactants are: [CH:1](Br)([C:8]1[CH:13]=[CH:12][CH:11]=[CH:10][CH:9]=1)[C:2]1[CH:7]=[CH:6][CH:5]=[CH:4][CH:3]=1.[CH3:15][C@H:16]1[CH2:21][NH:20][CH2:19][C@@H:18]([CH3:22])[NH:17]1.C(N(C(C)C)CC)(C)C.